Dataset: Full USPTO retrosynthesis dataset with 1.9M reactions from patents (1976-2016). Task: Predict the reactants needed to synthesize the given product. (1) Given the product [C:19]([O:23][C:24]([N:26]1[CH2:31][CH2:30][N:29]([C:4]2[CH:5]=[CH:6][CH:7]=[C:2]([CH3:1])[C:3]=2[N+:16]([O-:18])=[O:17])[CH2:28][CH2:27]1)=[O:25])([CH3:22])([CH3:20])[CH3:21], predict the reactants needed to synthesize it. The reactants are: [CH3:1][C:2]1[C:3]([N+:16]([O-:18])=[O:17])=[C:4](OS(C(F)(F)F)(=O)=O)[CH:5]=[CH:6][CH:7]=1.[C:19]([O:23][C:24]([N:26]1[CH2:31][CH2:30][NH:29][CH2:28][CH2:27]1)=[O:25])([CH3:22])([CH3:21])[CH3:20].C(N(CC)CC)C. (2) The reactants are: [Cl:1][CH2:2][CH2:3][CH2:4][S:5]([N:8]1[CH2:13][CH2:12][CH:11]([C:14]2[C:22]3[C:17](=[C:18]([C:29]([NH2:31])=[O:30])[CH:19]=[C:20]([C:23]4[CH:28]=CC=[CH:25][CH:24]=4)[CH:21]=3)[NH:16][CH:15]=2)[CH2:10][CH2:9]1)(=[O:7])=[O:6].N1CCC(C2C3C(=C(C(N)=O)C=C(C4C=C[S:49]C=4)C=3)NC=2)CC1.C(N(CC)CC)C.ClCCCS(Cl)(=O)=O. Given the product [Cl:1][CH2:2][CH2:3][CH2:4][S:5]([N:8]1[CH2:13][CH2:12][CH:11]([C:14]2[C:22]3[C:17](=[C:18]([C:29]([NH2:31])=[O:30])[CH:19]=[C:20]([C:23]4[CH:24]=[CH:25][S:49][CH:28]=4)[CH:21]=3)[NH:16][CH:15]=2)[CH2:10][CH2:9]1)(=[O:6])=[O:7], predict the reactants needed to synthesize it. (3) Given the product [CH2:60]([O:67][C:68](=[O:76])[NH:69][CH2:70][CH2:71][N:72]([C:57](=[O:59])[C@@H:48]([NH:49][C:50]([O:52][C:53]([CH3:54])([CH3:55])[CH3:56])=[O:51])[CH2:47][CH2:46][CH2:45][NH:44][C:42]([O:41][CH2:34][C:35]1[CH:36]=[CH:37][CH:38]=[CH:39][CH:40]=1)=[O:43])[CH2:73][CH2:74][OH:75])[C:61]1[CH:62]=[CH:63][CH:64]=[CH:65][CH:66]=1, predict the reactants needed to synthesize it. The reactants are: CN(C(ON1N=NC2C=CC=NC1=2)=[N+](C)C)C.F[P-](F)(F)(F)(F)F.C(N(CC)C(C)C)(C)C.[CH2:34]([O:41][C:42]([NH:44][CH2:45][CH2:46][CH2:47][C@@H:48]([C:57]([OH:59])=O)[NH:49][C:50]([O:52][C:53]([CH3:56])([CH3:55])[CH3:54])=[O:51])=[O:43])[C:35]1[CH:40]=[CH:39][CH:38]=[CH:37][CH:36]=1.[CH2:60]([O:67][C:68](=[O:76])[NH:69][CH2:70][CH2:71][NH:72][CH2:73][CH2:74][OH:75])[C:61]1[CH:66]=[CH:65][CH:64]=[CH:63][CH:62]=1. (4) Given the product [CH2:30]([NH:34][C:35]([N:6]1[CH2:7][C@H:8]([S:10][C:11]([C:12]2[CH:17]=[CH:16][CH:15]=[CH:14][CH:13]=2)([C:24]2[CH:29]=[CH:28][CH:27]=[CH:26][CH:25]=2)[C:18]2[CH:19]=[CH:20][CH:21]=[CH:22][CH:23]=2)[CH2:9][C@H:5]1[CH2:4][N:1]=[N+:2]=[N-:3])=[O:36])[CH2:31][CH2:32][CH3:33], predict the reactants needed to synthesize it. The reactants are: [N:1]([CH2:4][C@@H:5]1[CH2:9][C@@H:8]([S:10][C:11]([C:24]2[CH:29]=[CH:28][CH:27]=[CH:26][CH:25]=2)([C:18]2[CH:23]=[CH:22][CH:21]=[CH:20][CH:19]=2)[C:12]2[CH:17]=[CH:16][CH:15]=[CH:14][CH:13]=2)[CH2:7][NH:6]1)=[N+:2]=[N-:3].[CH2:30]([N:34]=[C:35]=[O:36])[CH2:31][CH2:32][CH3:33]. (5) Given the product [C:14]([O:13][C:12]([NH:11][C@@H:3]([CH2:4][C@H:5]1[CH2:10][CH2:9][CH2:8][O:7][CH2:6]1)[CH2:2][NH:1][C:20](=[O:21])[O:22][C:23]1[CH:24]=[CH:25][C:26]([N+:29]([O-:31])=[O:30])=[CH:27][CH:28]=1)=[O:18])([CH3:15])([CH3:17])[CH3:16], predict the reactants needed to synthesize it. The reactants are: [NH2:1][CH2:2][C@@H:3]([NH:11][C:12](=[O:18])[O:13][C:14]([CH3:17])([CH3:16])[CH3:15])[CH2:4][C@H:5]1[CH2:10][CH2:9][CH2:8][O:7][CH2:6]1.Cl[C:20]([O:22][C:23]1[CH:28]=[CH:27][C:26]([N+:29]([O-:31])=[O:30])=[CH:25][CH:24]=1)=[O:21]. (6) Given the product [S:1]1[CH2:6][CH2:5][N:4]([CH2:7][C:8]2[CH:9]=[CH:10][C:11]([C:14]3[CH:19]=[CH:18][C:17]([CH2:20][CH2:21][C:22]([C:24]4[O:25][C:26]([C:29]5[N:34]=[C:33]([C:35]([OH:37])=[O:36])[CH:32]=[CH:31][CH:30]=5)=[CH:27][N:28]=4)=[O:23])=[CH:16][CH:15]=3)=[CH:12][CH:13]=2)[CH2:3][CH2:2]1, predict the reactants needed to synthesize it. The reactants are: [S:1]1[CH2:6][CH2:5][N:4]([CH2:7][C:8]2[CH:13]=[CH:12][C:11]([C:14]3[CH:19]=[CH:18][C:17]([CH2:20][CH2:21][C:22]([C:24]4[O:25][C:26]([C:29]5[N:34]=[C:33]([C:35]([O:37]C)=[O:36])[CH:32]=[CH:31][CH:30]=5)=[CH:27][N:28]=4)=[O:23])=[CH:16][CH:15]=3)=[CH:10][CH:9]=2)[CH2:3][CH2:2]1.[Li+].[OH-].Cl. (7) Given the product [CH2:23]([N:6]1[C:5]2[C:4](=[O:20])[NH:3][C:2]([NH2:1])=[N:10][C:9]=2[N:8]=[CH:7]1)[CH:22]=[CH2:21], predict the reactants needed to synthesize it. The reactants are: [NH2:1][C:2]1[NH:3][C:4](=[O:20])[C:5]2[N:6]=[CH:7][N:8]([C@H]3[C@@H](O)[C@@H](O)[C@H](CO)O3)[C:9]=2[N:10]=1.[CH2:21](Br)[CH:22]=[CH2:23].Cl.[OH-].[Na+]. (8) Given the product [Br:1][C:2]1[CH:3]=[C:4]([C:8]2([C:13]([N:29]=[N+:30]=[N-:31])=[O:15])[CH2:12][CH2:11][CH2:10][CH2:9]2)[CH:5]=[N:6][CH:7]=1, predict the reactants needed to synthesize it. The reactants are: [Br:1][C:2]1[CH:3]=[C:4]([C:8]2([C:13]([OH:15])=O)[CH2:12][CH2:11][CH2:10][CH2:9]2)[CH:5]=[N:6][CH:7]=1.C(N(CC)CC)C.ClC(OCC)=O.[N-:29]=[N+:30]=[N-:31].[Na+]. (9) Given the product [C:1]([O:5][C:6]([N:8]([CH2:31][C@H:32]([OH:39])[C:33]1[CH:34]=[N:35][CH:36]=[CH:37][CH:38]=1)[CH2:9][CH2:10][C:11]1[CH:12]=[CH:13][C:14]([C:17]2[CH:22]=[CH:21][C:20]([C:23]([OH:25])=[O:24])=[C:19]([CH2:27][CH:28]([CH3:29])[CH3:30])[CH:18]=2)=[CH:15][CH:16]=1)=[O:7])([CH3:3])([CH3:4])[CH3:2], predict the reactants needed to synthesize it. The reactants are: [C:1]([O:5][C:6]([N:8]([CH2:31][C@H:32]([OH:39])[C:33]1[CH:34]=[N:35][CH:36]=[CH:37][CH:38]=1)[CH2:9][CH2:10][C:11]1[CH:16]=[CH:15][C:14]([C:17]2[CH:22]=[CH:21][C:20]([C:23]([O:25]C)=[O:24])=[C:19]([CH2:27][CH:28]([CH3:30])[CH3:29])[CH:18]=2)=[CH:13][CH:12]=1)=[O:7])([CH3:4])([CH3:3])[CH3:2].[OH-].[Na+].